Dataset: Forward reaction prediction with 1.9M reactions from USPTO patents (1976-2016). Task: Predict the product of the given reaction. (1) Given the reactants [N:1]1[C:5]2[CH:6]=[CH:7][CH:8]=[CH:9][C:4]=2[NH:3][CH:2]=1.[C:10]([N:14]1[CH2:19][CH2:18][N:17]([CH2:20][C:21]2[N:22]([CH3:37])[C:23]3[C:28]([N:29]=2)=[C:27]([N:30]2[CH2:35][CH2:34][O:33][CH2:32][CH2:31]2)[N:26]=[C:25](Cl)[N:24]=3)[CH2:16][CH2:15]1)([CH3:13])([CH3:12])[CH3:11].[F:38][C:39]([F:44])([F:43])C(O)=O, predict the reaction product. The product is: [C:10]([N:14]1[CH2:19][CH2:18][N:17]([CH2:20][C:21]2[N:22]([CH3:37])[C:23]3[C:28]([N:29]=2)=[C:27]([N:30]2[CH2:35][CH2:34][O:33][CH2:32][CH2:31]2)[N:26]=[C:25]([N:1]2[C:5]4[CH:6]=[CH:7][CH:8]=[CH:9][C:4]=4[N:3]=[C:2]2[C:39]([F:44])([F:43])[F:38])[N:24]=3)[CH2:16][CH2:15]1)([CH3:13])([CH3:12])[CH3:11]. (2) Given the reactants [C:1]([O:5][C:6]([NH:8][C@@H:9]([CH2:13][CH2:14][CH2:15][CH2:16][CH2:17][C:18](=[O:21])[CH2:19][CH3:20])[C:10]([OH:12])=O)=[O:7])([CH3:4])([CH3:3])[CH3:2].CCN=C=NCCCN(C)C.Cl.C1C=CC2N(O)N=NC=2C=1.[NH2:44][CH2:45][C:46]([C:48]1[C:49](=[O:59])[N:50]([CH3:58])[C:51]2[C:56]([CH:57]=1)=[CH:55][CH:54]=[CH:53][CH:52]=2)=[O:47].CCN(C(C)C)C(C)C, predict the reaction product. The product is: [C:1]([O:5][C:6](=[O:7])[NH:8][C@@H:9]([CH2:13][CH2:14][CH2:15][CH2:16][CH2:17][C:18](=[O:21])[CH2:19][CH3:20])[C:10]([NH:44][CH2:45][C:46]([C:48]1[C:49](=[O:59])[N:50]([CH3:58])[C:51]2[C:56]([CH:57]=1)=[CH:55][CH:54]=[CH:53][CH:52]=2)=[O:47])=[O:12])([CH3:2])([CH3:3])[CH3:4]. (3) Given the reactants [O:1]=[C:2]1[NH:6][C:5](=[O:7])[C:4](=[CH:8][C:9]2[CH:14]=[CH:13][C:12]([C:15]3[CH:20]=[CH:19][CH:18]=[C:17]([CH2:21][N:22]([CH3:37])[C:23](=[O:36])[C:24]4[CH:29]=[CH:28][C:27]([O:30][CH2:31][CH3:32])=[C:26]([O:33][CH2:34][CH3:35])[CH:25]=4)[CH:16]=3)=[CH:11][CH:10]=2)[S:3]1, predict the reaction product. The product is: [O:1]=[C:2]1[NH:6][C:5](=[O:7])[CH:4]([CH2:8][C:9]2[CH:14]=[CH:13][C:12]([C:15]3[CH:20]=[CH:19][CH:18]=[C:17]([CH2:21][N:22]([CH3:37])[C:23](=[O:36])[C:24]4[CH:29]=[CH:28][C:27]([O:30][CH2:31][CH3:32])=[C:26]([O:33][CH2:34][CH3:35])[CH:25]=4)[CH:16]=3)=[CH:11][CH:10]=2)[S:3]1. (4) Given the reactants [C:1]([CH:3]1[CH2:6][N:5]([C:7](=[O:42])[C@H:8]([NH:12][C:13]([C:15]2[C:23]3[C:18](=[N:19][CH:20]=[C:21]([C:24]4[S:32][C:31]5[C:26](=[N:27][CH:28]=[CH:29][C:30]=5[Cl:33])[CH:25]=4)[N:22]=3)[N:17](COCC[Si](C)(C)C)[CH:16]=2)=[O:14])[CH:9]2[CH2:11][CH2:10]2)[CH2:4]1)#[N:2].FC(F)(F)C(O)=O, predict the reaction product. The product is: [C:1]([CH:3]1[CH2:4][N:5]([C:7](=[O:42])[C@H:8]([NH:12][C:13]([C:15]2[C:23]3[C:18](=[N:19][CH:20]=[C:21]([C:24]4[S:32][C:31]5[C:26](=[N:27][CH:28]=[CH:29][C:30]=5[Cl:33])[CH:25]=4)[N:22]=3)[NH:17][CH:16]=2)=[O:14])[CH:9]2[CH2:11][CH2:10]2)[CH2:6]1)#[N:2]. (5) Given the reactants [Cl:1][C:2]1[CH:3]=[C:4]([CH:7]=[CH:8][CH:9]=1)[CH:5]=[O:6].C1(CC([CH:16]2[CH2:21][CH2:20][O:19][CH2:18][CH2:17]2)O)CC1, predict the reaction product. The product is: [Cl:1][C:2]1[CH:3]=[C:4]([CH:5]([CH:16]2[CH2:21][CH2:20][O:19][CH2:18][CH2:17]2)[OH:6])[CH:7]=[CH:8][CH:9]=1. (6) Given the reactants [C-]#N.[K+].[C:4](=[O:7])([O-])[O-].[NH4+:8].[NH4+:9].[CH:10]([N:23]1[CH2:26][C:25](=O)[CH2:24]1)([C:17]1[CH:22]=[CH:21][CH:20]=[CH:19][CH:18]=1)[C:11]1[CH:16]=[CH:15][CH:14]=[CH:13][CH:12]=1.C[CH2:29][OH:30].O, predict the reaction product. The product is: [CH:10]([N:23]1[CH2:26][C:25]2([C:29](=[O:30])[NH:9][C:4](=[O:7])[NH:8]2)[CH2:24]1)([C:17]1[CH:22]=[CH:21][CH:20]=[CH:19][CH:18]=1)[C:11]1[CH:16]=[CH:15][CH:14]=[CH:13][CH:12]=1. (7) The product is: [Cl:18][C:6]1[C:5]2[C:9](=[CH:10][CH:11]=[C:3]([O:2][CH3:1])[CH:4]=2)[NH:8][C:7]=1[C:12]([NH2:14])=[O:13]. Given the reactants [CH3:1][O:2][C:3]1[CH:4]=[C:5]2[C:9](=[CH:10][CH:11]=1)[NH:8][C:7]([C:12]([NH2:14])=[O:13])=[CH:6]2.C(#N)C.[Cl:18]N1C(=O)CCC1=O, predict the reaction product. (8) Given the reactants CC(OI1(OC(C)=O)(OC(C)=O)OC(=O)C2C=CC=CC1=2)=O.[Cl:23][C:24]1[CH:29]=[CH:28][CH:27]=[CH:26][C:25]=1[CH2:30][N:31]1[CH:35]=[C:34]([C:36]2[CH:41]=[C:40]([CH2:42][OH:43])[CH:39]=[CH:38][N:37]=2)[N:33]=[CH:32]1.[OH-].[Na+], predict the reaction product. The product is: [Cl:23][C:24]1[CH:29]=[CH:28][CH:27]=[CH:26][C:25]=1[CH2:30][N:31]1[CH:35]=[C:34]([C:36]2[CH:41]=[C:40]([CH:42]=[O:43])[CH:39]=[CH:38][N:37]=2)[N:33]=[CH:32]1. (9) Given the reactants C(OC(=O)[NH:7][CH2:8][CH2:9][CH2:10][N:11]([CH2:16][C:17]1[CH:22]=[CH:21][CH:20]=[C:19]([C:23]2[CH:28]=[CH:27][N:26]=[C:25](Cl)[N:24]=2)[CH:18]=1)[S:12]([CH3:15])(=[O:14])=[O:13])(C)(C)C.[NH2:31][CH2:32][CH2:33][C:34]1[CH:35]=[C:36]([OH:41])[C:37]([OH:40])=[CH:38][CH:39]=1, predict the reaction product. The product is: [NH2:7][CH2:8][CH2:9][CH2:10][N:11]([CH2:16][C:17]1[CH:22]=[CH:21][CH:20]=[C:19]([C:23]2[CH:28]=[CH:27][N:26]=[C:25]([NH:31][CH2:32][CH2:33][C:34]3[CH:39]=[CH:38][C:37]([OH:40])=[C:36]([OH:41])[CH:35]=3)[N:24]=2)[CH:18]=1)[S:12]([CH3:15])(=[O:13])=[O:14].